This data is from Catalyst prediction with 721,799 reactions and 888 catalyst types from USPTO. The task is: Predict which catalyst facilitates the given reaction. (1) Reactant: [CH3:1][N:2]([CH3:28])[CH2:3][CH2:4][CH2:5][N:6]([CH2:22][CH2:23][CH2:24][N:25]([CH3:27])[CH3:26])[S:7]([CH2:10][CH2:11][C:12]([F:21])([C:17]([F:20])([F:19])[F:18])[C:13]([F:16])([F:15])[F:14])(=[O:9])=[O:8].[OH:29]O.C.[I-].[K+]. Product: [CH3:27][N:25]([CH3:26])[CH2:24][CH2:23][CH2:22][N+:6]([O-:29])([CH2:5][CH2:4][CH2:3][N:2]([CH3:1])[CH3:28])[S:7]([CH2:10][CH2:11][C:12]([F:21])([C:17]([F:18])([F:19])[F:20])[C:13]([F:15])([F:14])[F:16])(=[O:9])=[O:8]. The catalyst class is: 40. (2) Reactant: [C:1]([O:5][C:6](=[O:14])[NH:7][CH:8]1[CH2:12][O:11][NH:10][C:9]1=[O:13])([CH3:4])([CH3:3])[CH3:2].[CH3:15]C(C)([O-])C.[K+].C(I)I.O. Product: [C:1]([O:5][C:6](=[O:14])[NH:7][C@@H:8]1[CH2:12][O:11][N:10]([CH3:15])[C:9]1=[O:13])([CH3:4])([CH3:2])[CH3:3]. The catalyst class is: 9. (3) Reactant: [Cl:1][C:2]1[C:7]([C:8]([OH:10])=O)=[CH:6][N:5]=[CH:4][CH:3]=1.[F:11][C:12]1[CH:18]=[C:17]([F:19])[CH:16]=[CH:15][C:13]=1[NH2:14].F[P-](F)(F)(F)(F)F.Br[P+](N1CCCC1)(N1CCCC1)N1CCCC1.C(N(C(C)C)CC)(C)C. Product: [Cl:1][C:2]1[C:7]([C:8]([NH:14][C:13]2[CH:15]=[CH:16][C:17]([F:19])=[CH:18][C:12]=2[F:11])=[O:10])=[CH:6][N:5]=[CH:4][CH:3]=1. The catalyst class is: 139. (4) Reactant: [CH3:1][NH:2][CH:3]1[CH2:12][CH2:11][C:6]2([O:10][CH2:9][CH2:8][O:7]2)[CH2:5][CH2:4]1.[CH:13](=O)[C:14]1[CH:19]=[CH:18][CH:17]=[CH:16][CH:15]=1.CC(O)=O.[BH-](OC(C)=O)(OC(C)=O)OC(C)=O.[Na+]. Product: [CH2:13]([N:2]([CH3:1])[CH:3]1[CH2:12][CH2:11][C:6]2([O:7][CH2:8][CH2:9][O:10]2)[CH2:5][CH2:4]1)[C:14]1[CH:19]=[CH:18][CH:17]=[CH:16][CH:15]=1. The catalyst class is: 34. (5) Reactant: BrC1C=CC(S(O[C@H:12]2[C@@H:19]3[C@@H:15]([CH2:16][N:17]([C:20]4[CH:25]=[CH:24][CH:23]=[C:22]([C:26]([F:29])([F:28])[F:27])[N:21]=4)[CH2:18]3)[CH2:14][CH2:13]2)(=O)=O)=CC=1.[NH:30]1[CH:34]=[CH:33][N:32]=[CH:31]1. Product: [N:30]1([C@@H:12]2[C@@H:19]3[C@@H:15]([CH2:16][N:17]([C:20]4[CH:25]=[CH:24][CH:23]=[C:22]([C:26]([F:29])([F:28])[F:27])[N:21]=4)[CH2:18]3)[CH2:14][CH2:13]2)[CH:34]=[CH:33][N:32]=[CH:31]1. The catalyst class is: 11. (6) Reactant: Cl.Cl.[NH2:3][CH:4]1[CH2:6][CH:5]1[C:7]1[CH:8]=[C:9]([CH:19]=[CH:20][CH:21]=1)[C:10]([NH:12][C:13]1[CH:14]=[N:15][N:16]([CH3:18])[CH:17]=1)=[O:11].C(=O)([O-])O.[Na+].[CH:27]1([CH:30]=O)[CH2:29][CH2:28]1.[BH4-].[Na+].[C:42](O[C:42]([O:44][C:45]([CH3:48])([CH3:47])[CH3:46])=[O:43])([O:44][C:45]([CH3:48])([CH3:47])[CH3:46])=[O:43]. Product: [CH:27]1([CH2:30][N:3]([C@@H:4]2[CH2:6][C@H:5]2[C:7]2[CH:21]=[CH:20][CH:19]=[C:9]([C:10](=[O:11])[NH:12][C:13]3[CH:14]=[N:15][N:16]([CH3:18])[CH:17]=3)[CH:8]=2)[C:42](=[O:43])[O:44][C:45]([CH3:46])([CH3:47])[CH3:48])[CH2:29][CH2:28]1. The catalyst class is: 87. (7) Product: [NH2:1][C:2]1[N:7]=[C:6]([C:8]2[O:9][CH:10]=[CH:11][CH:12]=2)[C:5]([C:13]#[N:14])=[C:4]([O:27][CH2:26][C:23]2[CH:24]=[N:25][C:20]([CH3:19])=[CH:21][CH:22]=2)[N:3]=1. The catalyst class is: 57. Reactant: [NH2:1][C:2]1[N:7]=[C:6]([C:8]2[O:9][CH:10]=[CH:11][CH:12]=2)[C:5]([C:13]#[N:14])=[C:4](S(C)=O)[N:3]=1.Cl.[CH3:19][C:20]1[N:25]=[CH:24][C:23]([CH2:26][OH:27])=[CH:22][CH:21]=1.C1CCN2C(=NCCC2)CC1. (8) Reactant: [F:1][C:2]1[CH:3]=[N:4][C:5]([NH:11][CH2:12][CH:13]([CH3:15])[CH3:14])=[C:6]([CH:10]=1)[C:7]([OH:9])=O.[CH3:16][C:17]([NH2:21])([C:19]#[CH:20])[CH3:18].C1C=CC2N(O)N=NC=2C=1.CCN=C=NCCCN(C)C.CCN(C(C)C)C(C)C. Product: [F:1][C:2]1[CH:3]=[N:4][C:5]([NH:11][CH2:12][CH:13]([CH3:15])[CH3:14])=[C:6]([CH:10]=1)[C:7]([NH:21][C:17]([CH3:18])([C:19]#[CH:20])[CH3:16])=[O:9]. The catalyst class is: 2. (9) Reactant: [Cl-].[Cl:2][C:3]1[N:4]=[C:5]([C:13]2[CH:18]=[CH:17][CH:16]=[CH:15][C:14]=2[CH3:19])[C:6]2[CH2:12][NH2+:11][CH2:10][CH2:9][C:7]=2[N:8]=1.C(N(CC)CC)C.[CH2:27]([C:29]1[CH:30]=[C:31]([N:35]=[C:36]=[O:37])[CH:32]=[CH:33][CH:34]=1)[CH3:28].O. Product: [Cl:2][C:3]1[N:4]=[C:5]([C:13]2[CH:18]=[CH:17][CH:16]=[CH:15][C:14]=2[CH3:19])[C:6]2[CH2:12][N:11]([C:36]([NH:35][C:31]3[CH:32]=[CH:33][CH:34]=[C:29]([CH2:27][CH3:28])[CH:30]=3)=[O:37])[CH2:10][CH2:9][C:7]=2[N:8]=1. The catalyst class is: 4. (10) Reactant: [ClH:1].[CH3:2][N:3]([CH3:25])[C:4]1([C:19]2[CH:24]=[CH:23][CH:22]=[CH:21][CH:20]=2)[CH2:9][CH2:8][CH:7]([CH:10]([OH:18])[CH2:11][C:12]2[CH:17]=[CH:16][CH:15]=[CH:14][CH:13]=2)[CH2:6][CH2:5]1. Product: [ClH:1].[CH3:25][N:3]([CH3:2])[C:4]1([C:19]2[CH:24]=[CH:23][CH:22]=[CH:21][CH:20]=2)[CH2:9][CH2:8][CH:7]([CH:10]([OH:18])[CH2:11][C:12]2[CH:17]=[CH:16][CH:15]=[CH:14][CH:13]=2)[CH2:6][CH2:5]1. The catalyst class is: 27.